Dataset: Peptide-MHC class II binding affinity with 134,281 pairs from IEDB. Task: Regression. Given a peptide amino acid sequence and an MHC pseudo amino acid sequence, predict their binding affinity value. This is MHC class II binding data. (1) The peptide sequence is LECFVRSSPASFEKK. The MHC is H-2-IAb with pseudo-sequence H-2-IAb. The binding affinity (normalized) is 0.344. (2) The peptide sequence is AKPDGKTDCTKEVEE. The MHC is DRB3_0101 with pseudo-sequence DRB3_0101. The binding affinity (normalized) is 0.102.